This data is from Full USPTO retrosynthesis dataset with 1.9M reactions from patents (1976-2016). The task is: Predict the reactants needed to synthesize the given product. The reactants are: [CH2:1]([O:8][C:9]1[CH:10]=[CH:11][C:12]([C:16]([OH:18])=O)=[N:13][C:14]=1[Cl:15])[C:2]1[CH:7]=[CH:6][CH:5]=[CH:4][CH:3]=1.[CH:19]1([NH2:22])[CH2:21][CH2:20]1. Given the product [CH2:1]([O:8][C:9]1[CH:10]=[CH:11][C:12]([C:16]([NH:22][CH:19]2[CH2:21][CH2:20]2)=[O:18])=[N:13][C:14]=1[Cl:15])[C:2]1[CH:3]=[CH:4][CH:5]=[CH:6][CH:7]=1, predict the reactants needed to synthesize it.